From a dataset of Forward reaction prediction with 1.9M reactions from USPTO patents (1976-2016). Predict the product of the given reaction. (1) Given the reactants [SH:1][C:2]1[O:6][C:5]([C:7]2[CH:8]=[C:9]([N:13]3[CH2:22][C@H:21]4[N:17]([CH2:18][CH2:19][CH2:20]4)[C:16]4[N:23]=[C:24]([S:27][CH3:28])[N:25]=[CH:26][C:15]=4[C:14]3=[O:29])[CH:10]=[CH:11][CH:12]=2)=[N:4][N:3]=1.[C:30](=O)([O-])[O-].[K+].[K+].CI.O, predict the reaction product. The product is: [CH3:28][S:27][C:24]1[N:25]=[CH:26][C:15]2[C:14](=[O:29])[N:13]([C:9]3[CH:10]=[CH:11][CH:12]=[C:7]([C:5]4[O:6][C:2]([S:1][CH3:30])=[N:3][N:4]=4)[CH:8]=3)[CH2:22][C@H:21]3[N:17]([CH2:18][CH2:19][CH2:20]3)[C:16]=2[N:23]=1. (2) Given the reactants [CH3:1][NH:2][CH2:3][C:4]1[S:5][CH:6]=[C:7]([CH3:9])[N:8]=1.[OH:10][CH2:11][C:12]1[CH:13]=[C:14]([CH:18]=[C:19]([C:21]([O:23][CH3:24])=[O:22])[CH:20]=1)[C:15]([OH:17])=O.C1C=CC2N(O)N=NC=2C=1.CCN=C=NCCCN(C)C, predict the reaction product. The product is: [OH:10][CH2:11][C:12]1[CH:20]=[C:19]([CH:18]=[C:14]([C:15](=[O:17])[N:2]([CH3:1])[CH2:3][C:4]2[S:5][CH:6]=[C:7]([CH3:9])[N:8]=2)[CH:13]=1)[C:21]([O:23][CH3:24])=[O:22].